From a dataset of Forward reaction prediction with 1.9M reactions from USPTO patents (1976-2016). Predict the product of the given reaction. Given the reactants [C:1]([CH2:4][C@H:5]1[CH2:16][CH2:15][C:14]2[S:13][C:12]3[N:11]=[CH:10][N:9]=[C:8]([O:17][CH:18]4[CH2:23][CH2:22][CH:21]([N:24]([CH2:32][CH3:33])C(=O)OC(C)(C)C)[CH2:20][CH2:19]4)[C:7]=3[C:6]1=2)(=[O:3])[NH2:2].Cl, predict the reaction product. The product is: [CH2:32]([NH:24][CH:21]1[CH2:22][CH2:23][CH:18]([O:17][C:8]2[C:7]3[C:6]4[C@@H:5]([CH2:4][C:1]([NH2:2])=[O:3])[CH2:16][CH2:15][C:14]=4[S:13][C:12]=3[N:11]=[CH:10][N:9]=2)[CH2:19][CH2:20]1)[CH3:33].